From a dataset of Full USPTO retrosynthesis dataset with 1.9M reactions from patents (1976-2016). Predict the reactants needed to synthesize the given product. (1) Given the product [F:1][C:2]1[CH:7]=[C:6]([CH:5]=[C:4]([S:11][CH3:12])[CH:3]=1)[NH2:8], predict the reactants needed to synthesize it. The reactants are: [F:1][C:2]1[CH:3]=[C:4]([S:11][CH3:12])[CH:5]=[C:6]([N+:8]([O-])=O)[CH:7]=1. (2) Given the product [F:40][C:38]1[CH:37]=[CH:36][C:35]([CH3:41])=[C:34]([CH:39]=1)[O:33][C:17]1[N:18]([C:27]2[CH:28]=[CH:29][CH:30]=[CH:31][CH:32]=2)[C:19]2=[CH:20][N:21]=[C:22]([O:25][CH3:26])[CH:23]=[C:24]2[C:16]=1[C:14]([N:11]1[CH2:10][CH2:9][NH:8][CH2:13][CH2:12]1)=[O:15], predict the reactants needed to synthesize it. The reactants are: C(OC([N:8]1[CH2:13][CH2:12][N:11]([C:14]([C:16]2[C:24]3[C:19](=[CH:20][N:21]=[C:22]([O:25][CH3:26])[CH:23]=3)[N:18]([C:27]3[CH:32]=[CH:31][CH:30]=[CH:29][CH:28]=3)[C:17]=2[O:33][C:34]2[CH:39]=[C:38]([F:40])[CH:37]=[CH:36][C:35]=2[CH3:41])=[O:15])[CH2:10][CH2:9]1)=O)(C)(C)C.Cl.Cl.Cl.FC1C=CC(C)=C(C=1)OC1N(C2C=CC=CC=2)C2=CN=CC=C2C=1C(N1CCNCC1)=O. (3) Given the product [ClH:24].[NH:14]1[CH2:15][CH2:16][CH:11]([C:8]2[S:9][CH:10]=[C:6]([C:4]([O:3][CH2:1][CH3:2])=[O:5])[N:7]=2)[CH2:12][CH2:13]1, predict the reactants needed to synthesize it. The reactants are: [CH2:1]([O:3][C:4]([C:6]1[N:7]=[C:8]([CH:11]2[CH2:16][CH2:15][N:14](C(OC(C)(C)C)=O)[CH2:13][CH2:12]2)[S:9][CH:10]=1)=[O:5])[CH3:2].[ClH:24].C(O)C. (4) The reactants are: CO[C:3](=[O:12])[C:4]1[CH:9]=[C:8](Br)[C:7](Cl)=[N:6][CH:5]=1.[NH:13]1[CH2:17][CH2:16][CH2:15][CH2:14]1.[Cl:18][C:19]1[CH:20]=[C:21](B(O)O)[CH:22]=[CH:23][C:24]=1[Cl:25].[NH2:29][C@H:30]([CH2:35][OH:36])[CH2:31][CH:32]([CH3:34])[CH3:33]. Given the product [Cl:18][C:19]1[CH:20]=[C:21]([C:8]2[C:7]([N:13]3[CH2:17][CH2:16][CH2:15][CH2:14]3)=[N:6][CH:5]=[C:4]([CH:9]=2)[C:3]([NH:29][C@H:30]([CH2:35][OH:36])[CH2:31][CH:32]([CH3:34])[CH3:33])=[O:12])[CH:22]=[CH:23][C:24]=1[Cl:25], predict the reactants needed to synthesize it. (5) Given the product [O:22]1[CH2:21][CH2:20][N:19]([C:12]2[C:13]3[S:18][CH:17]=[CH:16][C:14]=3[N:15]=[C:10]([C:5]3[CH:6]=[CH:7][CH:8]=[C:9]4[C:4]=3[CH2:3][C:2](=[O:36])[NH:1]4)[N:11]=2)[CH2:24][CH2:23]1, predict the reactants needed to synthesize it. The reactants are: [NH:1]1[C:9]2[C:4](=[C:5]([C:10]3[N:11]=[C:12]([N:19]4[CH2:24][CH2:23][O:22][CH2:21][CH2:20]4)[C:13]4[S:18][CH:17]=[CH:16][C:14]=4[N:15]=3)[CH:6]=[CH:7][CH:8]=2)[CH:3]=[CH:2]1.C1C=C[NH+]=CC=1.Br[Br-]Br.C(O)(=[O:36])C.